The task is: Regression. Given two drug SMILES strings and cell line genomic features, predict the synergy score measuring deviation from expected non-interaction effect.. This data is from NCI-60 drug combinations with 297,098 pairs across 59 cell lines. (1) Drug 1: C1=CC(=CC=C1CCC2=CNC3=C2C(=O)NC(=N3)N)C(=O)NC(CCC(=O)O)C(=O)O. Drug 2: CC1=C2C(C(=O)C3(C(CC4C(C3C(C(C2(C)C)(CC1OC(=O)C(C(C5=CC=CC=C5)NC(=O)C6=CC=CC=C6)O)O)OC(=O)C7=CC=CC=C7)(CO4)OC(=O)C)O)C)OC(=O)C. Cell line: SF-295. Synergy scores: CSS=31.9, Synergy_ZIP=-2.11, Synergy_Bliss=-1.75, Synergy_Loewe=-1.85, Synergy_HSA=1.60. (2) Drug 1: CN(CC1=CN=C2C(=N1)C(=NC(=N2)N)N)C3=CC=C(C=C3)C(=O)NC(CCC(=O)O)C(=O)O. Drug 2: CCCCCOC(=O)NC1=NC(=O)N(C=C1F)C2C(C(C(O2)C)O)O. Cell line: RPMI-8226. Synergy scores: CSS=30.9, Synergy_ZIP=-3.66, Synergy_Bliss=-3.97, Synergy_Loewe=-3.87, Synergy_HSA=-4.21. (3) Drug 2: CC1=C(C=C(C=C1)C(=O)NC2=CC(=CC(=C2)C(F)(F)F)N3C=C(N=C3)C)NC4=NC=CC(=N4)C5=CN=CC=C5. Drug 1: CN1C(=O)N2C=NC(=C2N=N1)C(=O)N. Synergy scores: CSS=-0.188, Synergy_ZIP=-1.28, Synergy_Bliss=-4.87, Synergy_Loewe=-3.40, Synergy_HSA=-4.46. Cell line: COLO 205. (4) Drug 1: CC1=C(C=C(C=C1)NC2=NC=CC(=N2)N(C)C3=CC4=NN(C(=C4C=C3)C)C)S(=O)(=O)N.Cl. Drug 2: CC1=CC2C(CCC3(C2CCC3(C(=O)C)OC(=O)C)C)C4(C1=CC(=O)CC4)C. Cell line: HL-60(TB). Synergy scores: CSS=2.41, Synergy_ZIP=28.5, Synergy_Bliss=35.1, Synergy_Loewe=10.8, Synergy_HSA=11.8. (5) Drug 1: CC1=CC2C(CCC3(C2CCC3(C(=O)C)OC(=O)C)C)C4(C1=CC(=O)CC4)C. Drug 2: C1CN1P(=S)(N2CC2)N3CC3. Cell line: EKVX. Synergy scores: CSS=6.34, Synergy_ZIP=-2.24, Synergy_Bliss=-0.643, Synergy_Loewe=0.568, Synergy_HSA=1.13. (6) Drug 1: CC12CCC(CC1=CCC3C2CCC4(C3CC=C4C5=CN=CC=C5)C)O. Drug 2: CN1C(=O)N2C=NC(=C2N=N1)C(=O)N. Cell line: NCI-H226. Synergy scores: CSS=-5.08, Synergy_ZIP=0.129, Synergy_Bliss=-3.14, Synergy_Loewe=-6.10, Synergy_HSA=-5.64. (7) Drug 1: C1C(C(OC1N2C=C(C(=O)NC2=O)F)CO)O. Drug 2: C#CCC(CC1=CN=C2C(=N1)C(=NC(=N2)N)N)C3=CC=C(C=C3)C(=O)NC(CCC(=O)O)C(=O)O. Cell line: HL-60(TB). Synergy scores: CSS=66.6, Synergy_ZIP=1.48, Synergy_Bliss=-0.621, Synergy_Loewe=1.16, Synergy_HSA=3.04.